Dataset: Peptide-MHC class II binding affinity with 134,281 pairs from IEDB. Task: Regression. Given a peptide amino acid sequence and an MHC pseudo amino acid sequence, predict their binding affinity value. This is MHC class II binding data. The binding affinity (normalized) is 0.0682. The MHC is HLA-DQA10104-DQB10503 with pseudo-sequence HLA-DQA10104-DQB10503. The peptide sequence is KVTAKGVSEANTCAA.